This data is from Peptide-MHC class I binding affinity with 185,985 pairs from IEDB/IMGT. The task is: Regression. Given a peptide amino acid sequence and an MHC pseudo amino acid sequence, predict their binding affinity value. This is MHC class I binding data. (1) The peptide sequence is SETPGPLPA. The MHC is HLA-B45:01 with pseudo-sequence HLA-B45:01. The binding affinity (normalized) is 0.634. (2) The MHC is HLA-A69:01 with pseudo-sequence HLA-A69:01. The binding affinity (normalized) is 0.0847. The peptide sequence is ISYTYNDNW. (3) The peptide sequence is IVTDSQYAL. The MHC is HLA-A29:02 with pseudo-sequence HLA-A29:02. The binding affinity (normalized) is 0.142. (4) The peptide sequence is NYLLSLVAVVL. The MHC is H-2-Kd with pseudo-sequence H-2-Kd. The binding affinity (normalized) is 0.154. (5) The peptide sequence is LPMIIGEPII. The MHC is HLA-B53:01 with pseudo-sequence HLA-B53:01. The binding affinity (normalized) is 0.676.